From a dataset of Full USPTO retrosynthesis dataset with 1.9M reactions from patents (1976-2016). Predict the reactants needed to synthesize the given product. (1) Given the product [OH:32][CH2:2][CH2:3][CH2:4][S:5]([N:8]1[CH2:13][CH2:12][CH:11]([C:14]2[C:22]3[C:17](=[C:18]([C:29]([NH2:31])=[O:30])[CH:19]=[C:20]([C:23]4[CH:28]=[CH:27][CH:26]=[CH:25][CH:24]=4)[CH:21]=3)[NH:16][CH:15]=2)[CH2:10][CH2:9]1)(=[O:7])=[O:6], predict the reactants needed to synthesize it. The reactants are: Cl[CH2:2][CH2:3][CH2:4][S:5]([N:8]1[CH2:13][CH2:12][CH:11]([C:14]2[C:22]3[C:17](=[C:18]([C:29]([NH2:31])=[O:30])[CH:19]=[C:20]([C:23]4[CH:28]=[CH:27][CH:26]=[CH:25][CH:24]=4)[CH:21]=3)[NH:16][CH:15]=2)[CH2:10][CH2:9]1)(=[O:7])=[O:6].[OH-:32].[Na+].[I-].[Na+]. (2) Given the product [NH2:14][C:13]1[C:3]2[C:2](=[N:7][CH:6]=[C:5]([C:8]3[O:9][CH:10]=[CH:11][CH:12]=3)[N:4]=2)[S:20][C:19]=1[C:18]([O:17][CH2:15][CH3:16])=[O:21], predict the reactants needed to synthesize it. The reactants are: Br[C:2]1[C:3]([C:13]#[N:14])=[N:4][C:5]([C:8]2[O:9][CH:10]=[CH:11][CH:12]=2)=[CH:6][N:7]=1.[CH2:15]([O:17][C:18](=[O:21])[CH2:19][SH:20])[CH3:16].C(=O)([O-])[O-].[Na+].[Na+].